Dataset: Full USPTO retrosynthesis dataset with 1.9M reactions from patents (1976-2016). Task: Predict the reactants needed to synthesize the given product. (1) Given the product [Cl:12][C:9]1[CH:10]=[CH:11][C:6]([O:5][CH2:4][CH:3]=[O:2])=[CH:7][CH:8]=1, predict the reactants needed to synthesize it. The reactants are: C[O:2][CH:3](OC)[CH2:4][O:5][C:6]1[CH:11]=[CH:10][C:9]([Cl:12])=[CH:8][CH:7]=1.Cl. (2) Given the product [C:15]([C:12]1[N:13]=[CH:14][C:8]2[N:7]([CH2:17][O:18][CH2:19][CH2:20][Si:21]([CH3:24])([CH3:23])[CH3:22])[C:6]3[N:5]=[CH:4][CH:3]=[C:2]([N:25]4[CH2:29][CH2:28][C@H:27]([NH:30][C:31](=[O:37])[O:32][C:33]([CH3:35])([CH3:34])[CH3:36])[CH2:26]4)[C:10]=3[C:9]=2[CH:11]=1)#[N:16], predict the reactants needed to synthesize it. The reactants are: Cl[C:2]1[C:10]2[C:9]3[CH:11]=[C:12]([C:15]#[N:16])[N:13]=[CH:14][C:8]=3[N:7]([CH2:17][O:18][CH2:19][CH2:20][Si:21]([CH3:24])([CH3:23])[CH3:22])[C:6]=2[N:5]=[CH:4][CH:3]=1.[NH:25]1[CH2:29][CH2:28][C@H:27]([NH:30][C:31](=[O:37])[O:32][C:33]([CH3:36])([CH3:35])[CH3:34])[CH2:26]1.